This data is from HIV replication inhibition screening data with 41,000+ compounds from the AIDS Antiviral Screen. The task is: Binary Classification. Given a drug SMILES string, predict its activity (active/inactive) in a high-throughput screening assay against a specified biological target. (1) The drug is O=C1C(=Cc2cc(O)c(O)c(O)c2)Oc2cc(O)cc(OC3OC(CO)C(O)C(O)C3O)c21. The result is 0 (inactive). (2) The molecule is CS(=O)(=O)c1nc2ccc(N3C(=O)c4ccccc4C3=O)cc2s1. The result is 0 (inactive).